From a dataset of Reaction yield outcomes from USPTO patents with 853,638 reactions. Predict the reaction yield, written as a fraction of the theoretical maximum amount of product (1.0 means a 100% yield; for example, 0.34 means a 34% yield). (1) The reactants are [CH3:1][C:2]1[C:6]([CH:7]=O)=[C:5]([N:9]2[C:13]3=[N:14][CH:15]=[CH:16][CH:17]=[C:12]3[CH:11]=[CH:10]2)[NH:4][N:3]=1.C1(P(=[CH:37][C:38]([O:40][CH2:41][CH3:42])=[O:39])(C2C=CC=CC=2)C2C=CC=CC=2)C=CC=CC=1. The catalyst is C1(C)C=CC=CC=1. The product is [CH3:1][C:2]1[C:6](/[CH:7]=[CH:37]/[C:38]([O:40][CH2:41][CH3:42])=[O:39])=[C:5]([N:9]2[C:13]3=[N:14][CH:15]=[CH:16][CH:17]=[C:12]3[CH:11]=[CH:10]2)[NH:4][N:3]=1. The yield is 0.950. (2) The reactants are [Br:1][C:2]1[CH:7]=[CH:6][C:5]([N:8]2[C:12](=[O:13])[NH:11][N:10]=[CH:9]2)=[C:4]([F:14])[CH:3]=1.[OH-].[K+].Br[CH2:18][CH2:19][CH3:20]. The catalyst is CN(C)C=O. The product is [Br:1][C:2]1[CH:7]=[CH:6][C:5]([N:8]2[C:12](=[O:13])[N:11]([CH2:18][CH2:19][CH3:20])[N:10]=[CH:9]2)=[C:4]([F:14])[CH:3]=1. The yield is 0.980. (3) The reactants are [C:1]1([C:7]2[C:11]3[CH2:12][NH:13][CH2:14][CH2:15][C:10]=3[NH:9][N:8]=2)[CH:6]=[CH:5][CH:4]=[CH:3][CH:2]=1.[C:16]1([CH:22]2[CH2:24][CH:23]2[C:25](O)=[O:26])[CH:21]=[CH:20][CH:19]=[CH:18][CH:17]=1.CCN(C(C)C)C(C)C.CN(C(ON1N=NC2C=CC=NC1=2)=[N+](C)C)C.F[P-](F)(F)(F)(F)F. The catalyst is C(Cl)Cl.O. The product is [C:16]1([CH:22]2[CH2:24][CH:23]2[C:25]([N:13]2[CH2:14][CH2:15][C:10]3=[N:9][NH:8][C:7]([C:1]4[CH:2]=[CH:3][CH:4]=[CH:5][CH:6]=4)=[C:11]3[CH2:12]2)=[O:26])[CH:21]=[CH:20][CH:19]=[CH:18][CH:17]=1. The yield is 0.192. (4) The reactants are [Cl:1][C:2]1[N:7]=[C:6]([NH:8][C:9]([NH:11]C(=O)OCC)=S)[C:5]([O:17][CH3:18])=[CH:4][N:3]=1.Cl.[NH2:20]O.C(=O)(O)[O-].[Na+].O. The catalyst is C(=O)([O-])[O-].[Na+].[Na+].C(#N)C. The product is [Cl:1][C:2]1[N:7]2[N:11]=[C:9]([NH2:20])[N:8]=[C:6]2[C:5]([O:17][CH3:18])=[CH:4][N:3]=1. The yield is 0.680.